From a dataset of Catalyst prediction with 721,799 reactions and 888 catalyst types from USPTO. Predict which catalyst facilitates the given reaction. (1) Reactant: [CH2:1]1[C:13]2[NH:12][C:11]3[C:6](=[CH:7][CH:8]=[CH:9][CH:10]=3)[C:5]=2[CH2:4][CH2:3][N:2]1[C:14]([O:16][C:17]([CH3:20])([CH3:19])[CH3:18])=[O:15].Br[C:22]1[CH:27]=[CH:26][CH:25]=[CH:24][CH:23]=1.CC1(C)C2C(=C(P(C3C=CC=CC=3)C3C=CC=CC=3)C=CC=2)OC2C(P(C3C=CC=CC=3)C3C=CC=CC=3)=CC=CC1=2.C([O-])([O-])=O.[Cs+].[Cs+]. Product: [C:22]1([N:12]2[C:13]3[CH2:1][N:2]([C:14]([O:16][C:17]([CH3:20])([CH3:19])[CH3:18])=[O:15])[CH2:3][CH2:4][C:5]=3[C:6]3[C:11]2=[CH:10][CH:9]=[CH:8][CH:7]=3)[CH:27]=[CH:26][CH:25]=[CH:24][CH:23]=1. The catalyst class is: 62. (2) Reactant: [F:1][C:2]1[CH:7]=[CH:6][C:5]([N:8]2[C:11](=[O:12])[C@H:10]([S:13][CH2:14][C:15]([C:17]3[CH:22]=[CH:21][C:20]([F:23])=[CH:19][CH:18]=3)=[O:16])[C@H:9]2[C:24]2[CH:46]=[CH:45][C:27]([O:28][CH2:29][C:30]([NH:32][CH2:33][C:34]([NH:36][C@H:37]([C:42]([OH:44])=[O:43])[CH2:38][C:39](=[O:41])[NH2:40])=[O:35])=[O:31])=[CH:26][CH:25]=2)=[CH:4][CH:3]=1.[BH4-].[Na+]. Product: [F:1][C:2]1[CH:3]=[CH:4][C:5]([N:8]2[C:11](=[O:12])[C@H:10]([S:13][CH2:14][CH:15]([C:17]3[CH:22]=[CH:21][C:20]([F:23])=[CH:19][CH:18]=3)[OH:16])[C@H:9]2[C:24]2[CH:46]=[CH:45][C:27]([O:28][CH2:29][C:30]([NH:32][CH2:33][C:34]([NH:36][C@H:37]([C:42]([OH:44])=[O:43])[CH2:38][C:39](=[O:41])[NH2:40])=[O:35])=[O:31])=[CH:26][CH:25]=2)=[CH:6][CH:7]=1. The catalyst class is: 130.